From a dataset of Reaction yield outcomes from USPTO patents with 853,638 reactions. Predict the reaction yield, written as a fraction of the theoretical maximum amount of product (1.0 means a 100% yield; for example, 0.34 means a 34% yield). The reactants are [F:1][C:2]1[CH:7]=[C:6]([F:8])[CH:5]=[CH:4][C:3]=1[N:9]1[C:18]2[C:13](=[CH:14][C:15]([F:20])=[C:16](F)[CH:17]=2)[C:12](=[O:21])[C:11]([C:22]([OH:24])=[O:23])=[CH:10]1.[CH3:25][O:26][N:27]=[C:28]1[C:32]2([CH2:35][N:34]([C:36]([O:38][C:39]([CH3:42])([CH3:41])[CH3:40])=[O:37])[CH2:33]2)[CH2:31][NH:30][CH2:29]1.C(#N)C. The catalyst is C(N(CC)CC)C. The product is [C:39]([O:38][C:36]([N:34]1[CH2:35][C:32]2([C:28](=[N:27][O:26][CH3:25])[CH2:29][N:30]([C:16]3[CH:17]=[C:18]4[C:13]([C:12](=[O:21])[C:11]([C:22]([OH:24])=[O:23])=[CH:10][N:9]4[C:3]4[CH:4]=[CH:5][C:6]([F:8])=[CH:7][C:2]=4[F:1])=[CH:14][C:15]=3[F:20])[CH2:31]2)[CH2:33]1)=[O:37])([CH3:42])([CH3:41])[CH3:40]. The yield is 0.678.